From a dataset of Reaction yield outcomes from USPTO patents with 853,638 reactions. Predict the reaction yield, written as a fraction of the theoretical maximum amount of product (1.0 means a 100% yield; for example, 0.34 means a 34% yield). (1) The reactants are [CH3:1][O:2][C:3]1([O:9][CH3:10])[CH2:6][CH:5]([CH2:7][OH:8])[CH2:4]1.CC(C)([O-])C.[K+].[CH2:17](Br)[C:18]1[CH:23]=[CH:22][CH:21]=[CH:20][CH:19]=1. The catalyst is O1CCCC1. The product is [CH3:1][O:2][C:3]1([O:9][CH3:10])[CH2:6][CH:5]([CH2:7][O:8][CH2:17][C:18]2[CH:23]=[CH:22][CH:21]=[CH:20][CH:19]=2)[CH2:4]1. The yield is 0.690. (2) The reactants are [CH2:1]([C:3]1[NH:4][C:5](=[O:27])[C:6]([CH2:12][C:13]2[CH:18]=[CH:17][C:16]([C:19]3[C:20]([C:25]#[N:26])=[CH:21][CH:22]=[CH:23][CH:24]=3)=[CH:15][CH:14]=2)=[C:7]([CH2:9][CH2:10][CH3:11])[N:8]=1)[CH3:2].[CH2:28]([O:30][C:31]1[CH:36]=[CH:35][C:34](B(O)O)=[CH:33][CH:32]=1)[CH3:29].N1C=CC=CC=1.C(N(CC)CC)C. The catalyst is C(OCC)(=O)C.C([O-])(=O)C.[Cu+2].C([O-])(=O)C.ClCCl. The product is [CH2:1]([C:3]1[N:4]([C:34]2[CH:35]=[CH:36][C:31]([O:30][CH2:28][CH3:29])=[CH:32][CH:33]=2)[C:5](=[O:27])[C:6]([CH2:12][C:13]2[CH:18]=[CH:17][C:16]([C:19]3[C:20]([C:25]#[N:26])=[CH:21][CH:22]=[CH:23][CH:24]=3)=[CH:15][CH:14]=2)=[C:7]([CH2:9][CH2:10][CH3:11])[N:8]=1)[CH3:2]. The yield is 1.00.